Task: Predict the reactants needed to synthesize the given product.. Dataset: Full USPTO retrosynthesis dataset with 1.9M reactions from patents (1976-2016) (1) Given the product [C:10]([C:9]1[C:8]([O:13][CH3:14])=[CH:7][C:6]([F:15])=[C:5]([C@@H:3]2[O:4][CH2:31][C@H:25]3[CH2:24][N:23]([C:16]([O:18][C:19]([CH3:20])([CH3:21])[CH3:22])=[O:17])[CH2:28][CH2:27][N:26]3[CH2:2]2)[CH:12]=1)#[N:11], predict the reactants needed to synthesize it. The reactants are: Br[CH2:2][C:3]([C:5]1[C:6]([F:15])=[CH:7][C:8]([O:13][CH3:14])=[C:9]([CH:12]=1)[C:10]#[N:11])=[O:4].[C:16]([N:23]1[CH2:28][CH2:27][NH:26][CH2:25][C@@H:24]1CO)([O:18][C:19]([CH3:22])([CH3:21])[CH3:20])=[O:17].[CH3:31]CN(C(C)C)C(C)C.C1COCC1. (2) Given the product [C:14]([N:7]1[C:8]2[C:13](=[CH:12][CH:11]=[CH:10][CH:9]=2)/[C:4](=[CH:3]/[NH:27][CH2:26][C:25]2[CH:28]=[CH:29][C:30]([O:31][CH3:32])=[C:23]([OH:22])[CH:24]=2)/[C:5](=[O:20])[N:6]1[C:17](=[O:19])[CH3:18])(=[O:16])[CH3:15], predict the reactants needed to synthesize it. The reactants are: CO/[CH:3]=[C:4]1\[C:5](=[O:20])[N:6]([C:17](=[O:19])[CH3:18])[N:7]([C:14](=[O:16])[CH3:15])[C:8]2[C:13]\1=[CH:12][CH:11]=[CH:10][CH:9]=2.Cl.[OH:22][C:23]1[CH:24]=[C:25]([CH:28]=[CH:29][C:30]=1[O:31][CH3:32])[CH2:26][NH2:27].C(N(CC)CC)C.CN(C)C=O. (3) The reactants are: [CH3:1][O:2][C:3]1[CH:4]=[N:5][C:6]([O:9][C:10]2[CH:15]=[C:14]([CH3:16])[C:13]([C:17]3[N:18]=[C:19]([NH2:22])[S:20][CH:21]=3)=[C:12]([CH3:23])[CH:11]=2)=[N:7][CH:8]=1.C(N(CC)CC)C.Cl.[C:32](Cl)(=[O:39])[C:33]1[CH:38]=[CH:37][N:36]=[CH:35][CH:34]=1. Given the product [CH3:1][O:2][C:3]1[CH:8]=[N:7][C:6]([O:9][C:10]2[CH:15]=[C:14]([CH3:16])[C:13]([C:17]3[N:18]=[C:19]([NH:22][C:32](=[O:39])[C:33]4[CH:38]=[CH:37][N:36]=[CH:35][CH:34]=4)[S:20][CH:21]=3)=[C:12]([CH3:23])[CH:11]=2)=[N:5][CH:4]=1, predict the reactants needed to synthesize it. (4) Given the product [C:1]1([N:7]([CH:8]2[CH2:13][CH2:12][N:11]([C:14]([O:16][CH2:17][C@@H:18]([N:20]([CH2:21][C:22]3[CH:23]=[CH:24][CH:25]=[CH:26][CH:27]=3)[CH2:28][C:29]3[CH:30]=[CH:31][CH:32]=[CH:33][CH:34]=3)[CH3:19])=[O:15])[CH2:10][CH2:9]2)[C:35](=[O:40])[C:36]([CH3:39])([CH3:38])[CH3:37])[CH:2]=[CH:3][CH:4]=[CH:5][CH:6]=1, predict the reactants needed to synthesize it. The reactants are: [C:1]1([NH:7][CH:8]2[CH2:13][CH2:12][N:11]([C:14]([O:16][CH2:17][C@@H:18]([N:20]([CH2:28][C:29]3[CH:34]=[CH:33][CH:32]=[CH:31][CH:30]=3)[CH2:21][C:22]3[CH:27]=[CH:26][CH:25]=[CH:24][CH:23]=3)[CH3:19])=[O:15])[CH2:10][CH2:9]2)[CH:6]=[CH:5][CH:4]=[CH:3][CH:2]=1.[C:35](Cl)(=[O:40])[C:36]([CH3:39])([CH3:38])[CH3:37]. (5) Given the product [CH2:37]([NH:44][C:34]([C:30]1[CH:29]=[C:28]2[C:33](=[CH:32][CH:31]=1)[N:24]=[CH:25][CH:26]=[CH:27]2)=[O:36])[C:38]1[CH:43]=[CH:42][CH:41]=[CH:40][CH:39]=1, predict the reactants needed to synthesize it. The reactants are: Cl.C(N=C=NCCCN(C)C)C.CCN=C=NCCCN(C)C.[N:24]1[C:33]2[C:28](=[CH:29][C:30]([C:34]([OH:36])=O)=[CH:31][CH:32]=2)[CH:27]=[CH:26][CH:25]=1.[CH2:37]([NH2:44])[C:38]1[CH:43]=[CH:42][CH:41]=[CH:40][CH:39]=1. (6) Given the product [C:1]([NH:4][CH2:5][CH2:6][NH:7][C:8](=[O:34])[C:9]1[CH:14]=[CH:13][C:12]([CH:15]([C:27]2[CH:32]=[CH:31][CH:30]=[CH:29][C:28]=2[CH3:33])[CH2:16]/[C:17](=[N:36]\[OH:37])/[C:19]2[CH:24]=[CH:23][C:22](=[O:25])[N:21]([CH3:26])[CH:20]=2)=[CH:11][CH:10]=1)(=[O:3])[CH3:2], predict the reactants needed to synthesize it. The reactants are: [C:1]([NH:4][CH2:5][CH2:6][NH:7][C:8](=[O:34])[C:9]1[CH:14]=[CH:13][C:12]([CH:15]([C:27]2[CH:32]=[CH:31][CH:30]=[CH:29][C:28]=2[CH3:33])[CH2:16][C:17]([C:19]2[CH:24]=[CH:23][C:22](=[O:25])[N:21]([CH3:26])[CH:20]=2)=O)=[CH:11][CH:10]=1)(=[O:3])[CH3:2].Cl.[NH2:36][OH:37].C([O-])(O)=O.[Na+]. (7) Given the product [Cl:1][C:2]1[N:3]=[C:4]([N:13]2[CH2:18][CH2:17][O:16][CH2:15][CH2:14]2)[C:5]2[CH:10]=[C:9]([CH2:11][N:26]3[CH2:27][CH2:28][CH:23]([C:21]([NH:20][CH3:19])=[O:22])[CH2:24][CH2:25]3)[S:8][C:6]=2[N:7]=1, predict the reactants needed to synthesize it. The reactants are: [Cl:1][C:2]1[N:3]=[C:4]([N:13]2[CH2:18][CH2:17][O:16][CH2:15][CH2:14]2)[C:5]2[CH:10]=[C:9]([CH:11]=O)[S:8][C:6]=2[N:7]=1.[CH3:19][NH:20][C:21]([CH:23]1[CH2:28][CH2:27][NH:26][CH2:25][CH2:24]1)=[O:22].